This data is from Forward reaction prediction with 1.9M reactions from USPTO patents (1976-2016). The task is: Predict the product of the given reaction. Given the reactants [CH2:1]([OH:17])[CH2:2][CH2:3][CH2:4][CH2:5][CH2:6][CH2:7][CH2:8][CH2:9][CH2:10][CH2:11][CH2:12][CH2:13][CH2:14][CH2:15][CH3:16].[C:18]1([CH3:27])[CH:23]=[CH:22][C:21]([N:24]=[C:25]=[O:26])=[CH:20][CH:19]=1, predict the reaction product. The product is: [CH3:27][C:18]1[CH:23]=[CH:22][C:21]([NH:24][C:25](=[O:26])[O:17][CH2:1][CH2:2][CH2:3][CH2:4][CH2:5][CH2:6][CH2:7][CH2:8][CH2:9][CH2:10][CH2:11][CH2:12][CH2:13][CH2:14][CH2:15][CH3:16])=[CH:20][CH:19]=1.